Dataset: Reaction yield outcomes from USPTO patents with 853,638 reactions. Task: Predict the reaction yield, written as a fraction of the theoretical maximum amount of product (1.0 means a 100% yield; for example, 0.34 means a 34% yield). (1) The reactants are [N:1]1([C:11]([O:13][C:14]([CH3:17])([CH3:16])[CH3:15])=[O:12])[CH2:6][CH2:5][CH:4]([C:7]([O:9]C)=O)[CH2:3][CH2:2]1.[CH3:18][P:19](=[O:24])([O:22][CH3:23])[O:20][CH3:21].C([N-]C(C)C)(C)C.[Li+].Cl. The catalyst is O1CCCC1. The product is [CH3:21][O:20][P:19]([CH2:18][C:7]([CH:4]1[CH2:3][CH2:2][N:1]([C:11]([O:13][C:14]([CH3:17])([CH3:16])[CH3:15])=[O:12])[CH2:6][CH2:5]1)=[O:9])([O:22][CH3:23])=[O:24]. The yield is 0.940. (2) The reactants are C([O:8][C:9]1[CH:14]=[CH:13][N:12]=[C:11]([C:15]2[CH:16]=[C:17]3[C:22](=[CH:23][CH:24]=2)[N:21]=[CH:20][CH:19]=[C:18]3[N:25]2[CH2:30][CH2:29][CH2:28][C@H:27]([NH:31][C:32](=[O:38])[O:33][C:34]([CH3:37])([CH3:36])[CH3:35])[CH2:26]2)[N:10]=1)C1C=CC=CC=1. The catalyst is [Pd].CCO.CCOC(C)=O. The product is [O:8]=[C:9]1[NH:10][C:11]([C:15]2[CH:16]=[C:17]3[C:22](=[CH:23][CH:24]=2)[N:21]=[CH:20][CH:19]=[C:18]3[N:25]2[CH2:30][CH2:29][CH2:28][C@H:27]([NH:31][C:32](=[O:38])[O:33][C:34]([CH3:36])([CH3:35])[CH3:37])[CH2:26]2)=[N:12][CH:13]=[CH:14]1. The yield is 0.870. (3) The reactants are Br[CH2:2][C:3]([C:5]1[C:6](=[O:16])[O:7][C:8]2[C:13]([CH:14]=1)=[CH:12][CH:11]=[CH:10][C:9]=2[Cl:15])=O.[CH3:17][O:18][C:19]1[CH:24]=[CH:23][C:22]([CH3:25])=[CH:21][C:20]=1[NH:26][C:27]([NH2:29])=[S:28]. The catalyst is C(O)C. The product is [Cl:15][C:9]1[CH:10]=[CH:11][CH:12]=[C:13]2[C:8]=1[O:7][C:6](=[O:16])[C:5]([C:3]1[N:29]=[C:27]([NH:26][C:20]3[CH:21]=[C:22]([CH3:25])[CH:23]=[CH:24][C:19]=3[O:18][CH3:17])[S:28][CH:2]=1)=[CH:14]2. The yield is 0.300. (4) The reactants are [NH2:1][C:2]1[CH:3]=[C:4]([C@:8]23[CH2:16][N:15]([C:17]([O:19][C:20]([CH3:23])([CH3:22])[CH3:21])=[O:18])[CH2:14][C@H:13]2[CH2:12][S:11][C:10]([NH:24][C:25](=[O:32])[C:26]2[CH:31]=[CH:30][CH:29]=[CH:28][CH:27]=2)=[N:9]3)[CH:5]=[CH:6][CH:7]=1.[F:33][C:34]1[CH:35]=[CH:36][C:37]([C:40](O)=[O:41])=[N:38][CH:39]=1.O.ON1C2C=CC=CC=2N=N1.Cl.CN(C)C(C)CN=C=NCC.C(N(C(C)C)CC)(C)C. The yield is 0.890. The catalyst is ClCCl.C(=O)(O)[O-].[Na+].CN(C)C=O. The product is [C:25]([NH:24][C:10]1[S:11][CH2:12][C@@H:13]2[CH2:14][N:15]([C:17]([O:19][C:20]([CH3:23])([CH3:22])[CH3:21])=[O:18])[CH2:16][C@:8]2([C:4]2[CH:5]=[CH:6][CH:7]=[C:2]([NH:1][C:40]([C:37]3[CH:36]=[CH:35][C:34]([F:33])=[CH:39][N:38]=3)=[O:41])[CH:3]=2)[N:9]=1)(=[O:32])[C:26]1[CH:27]=[CH:28][CH:29]=[CH:30][CH:31]=1. (5) The product is [Cl:12][C:11]1[C:2]([C:17]2[CH:18]=[CH:19][C:14]([NH2:13])=[N:15][CH:16]=2)=[CH:3][C:4]2[O:8][C:7]([CH3:9])=[N:6][C:5]=2[CH:10]=1. The reactants are Br[C:2]1[C:11]([Cl:12])=[CH:10][C:5]2[N:6]=[C:7]([CH3:9])[O:8][C:4]=2[CH:3]=1.[NH2:13][C:14]1[CH:19]=[CH:18][C:17](B2OC(C)(C)C(C)(C)O2)=[CH:16][N:15]=1.[O-]P([O-])([O-])=O.[K+].[K+].[K+].CC(=O)OCC. The yield is 0.600. The catalyst is C(#N)C.O1CCOCC1.O. (6) The reactants are [CH3:1][C:2]1[C:7]([O:8][C:9]([CH3:12])([CH3:11])[CH3:10])=[CH:6][CH:5]=[CH:4][C:3]=1[N+:13]([O-])=O. The catalyst is C(O)C.[Pd]. The product is [CH3:1][C:2]1[C:7]([O:8][C:9]([CH3:12])([CH3:11])[CH3:10])=[CH:6][CH:5]=[CH:4][C:3]=1[NH2:13]. The yield is 0.980.